From a dataset of Full USPTO retrosynthesis dataset with 1.9M reactions from patents (1976-2016). Predict the reactants needed to synthesize the given product. (1) Given the product [C:6]([N:9]1[C:18]2[C:13](=[CH:14][C:15]([C:19]([NH:5][CH2:4][CH2:3][S:2][CH3:1])=[O:20])=[CH:16][CH:17]=2)[C:12]([C:23]2[CH:28]=[CH:27][CH:26]=[CH:25][CH:24]=2)([CH3:22])[CH2:11][C:10]1([CH3:30])[CH3:29])(=[O:8])[CH3:7], predict the reactants needed to synthesize it. The reactants are: [CH3:1][S:2][CH2:3][CH2:4][NH2:5].[C:6]([N:9]1[C:18]2[C:13](=[CH:14][C:15]([C:19](O)=[O:20])=[CH:16][CH:17]=2)[C:12]([C:23]2[CH:28]=[CH:27][CH:26]=[CH:25][CH:24]=2)([CH3:22])[CH2:11][C:10]1([CH3:30])[CH3:29])(=[O:8])[CH3:7].CN(C(ON1N=NC2C=CC=NC1=2)=[N+](C)C)C.F[P-](F)(F)(F)(F)F.C(N(CC)C(C)C)(C)C. (2) The reactants are: FC(F)(F)C(O)=O.[F:8][C:9]1[C:14]([C:15]#[N:16])=[C:13]([CH3:17])[C:12]([C@H:18]2[O:23][CH2:22][C@@H:21]3[CH2:24][NH:25][CH2:26][CH2:27][N:20]3[CH2:19]2)=[CH:11][CH:10]=1.C1C=CC2N(O)N=NC=2C=1.[N:38]1([C:43]2[CH:44]=[CH:45][C:46]([CH2:49][C:50](O)=[O:51])=[N:47][CH:48]=2)[CH:42]=[N:41][N:40]=[N:39]1.C(Cl)CCl.[Cl-].[Na+].O.C([O-])(O)=O.[Na+]. Given the product [N:38]1([C:43]2[CH:44]=[CH:45][C:46]([CH2:49][C:50]([N:25]3[CH2:26][CH2:27][N:20]4[C@H:21]([CH2:22][O:23][C@H:18]([C:12]5[C:13]([CH3:17])=[C:14]([C:9]([F:8])=[CH:10][CH:11]=5)[C:15]#[N:16])[CH2:19]4)[CH2:24]3)=[O:51])=[N:47][CH:48]=2)[CH:42]=[N:41][N:40]=[N:39]1, predict the reactants needed to synthesize it. (3) Given the product [CH2:4]([C:2]1[CH:7]=[C:6]([Br:8])[CH:5]=[C:4]([CH3:9])[CH:3]=1)[CH2:3][CH2:2][CH2:7][CH2:6][CH3:5], predict the reactants needed to synthesize it. The reactants are: Br[C:2]1[CH:3]=[C:4]([CH3:9])[CH:5]=[C:6]([Br:8])[CH:7]=1.Cl. (4) Given the product [CH2:8]([C:2]1[C:3]([C:4]([O:6][CH3:7])=[O:5])=[CH:16][NH:14][N:20]=1)[CH2:9][CH3:10], predict the reactants needed to synthesize it. The reactants are: O=[C:2]([CH2:8][CH2:9][CH3:10])[CH2:3][C:4]([O:6][CH3:7])=[O:5].COC(OC)[N:14]([CH3:16])C.O.[NH2:20]N. (5) Given the product [Cl:1][C:2]1[CH:43]=[CH:42][C:5]2[NH:6][C:7]([CH:9]([NH:11][C:12]3[C:21]4[C:16](=[CH:17][C:18]([C:23]([N:25]5[CH2:29][CH2:28][CH2:27][C@@H:26]5[CH2:30][NH2:31])=[O:24])=[C:19]([CH3:22])[CH:20]=4)[N:15]=[CH:14][CH:13]=3)[CH3:10])=[N:8][C:4]=2[CH:3]=1, predict the reactants needed to synthesize it. The reactants are: [Cl:1][C:2]1[CH:43]=[CH:42][C:5]2[NH:6][C:7]([CH:9]([NH:11][C:12]3[C:21]4[C:16](=[CH:17][C:18]([C:23]([N:25]5[CH2:29][CH2:28][CH2:27][C@@H:26]5[CH2:30][NH:31]C(OCC5C=CC=CC=5)=O)=[O:24])=[C:19]([CH3:22])[CH:20]=4)[N:15]=[CH:14][CH:13]=3)[CH3:10])=[N:8][C:4]=2[CH:3]=1.C[Si](I)(C)C.Cl. (6) Given the product [CH:8]1([N:7]([CH:1]2[CH2:2][CH2:3][CH2:4][CH2:5][CH2:6]2)[C:25](=[O:31])[N:16]([CH:17]2[CH2:18][CH2:10][CH2:9][CH2:8][CH2:13]2)[CH:19]2[CH2:20][CH2:3][CH2:2][CH2:1][CH2:6]2)[CH2:9][CH2:10][CH2:11][CH2:12][CH2:13]1, predict the reactants needed to synthesize it. The reactants are: [CH:1]1([NH:7][CH:8]2[CH2:13][CH2:12][CH2:11][CH2:10][CH2:9]2)[CH2:6][CH2:5][CH2:4][CH2:3][CH2:2]1.C([N:16]([CH2:19][CH3:20])[CH2:17][CH3:18])C.ClC(Cl)(O[C:25](=[O:31])OC(Cl)(Cl)Cl)Cl. (7) Given the product [F:22][C:23]1[CH:24]=[CH:25][C:26]([CH2:29][S:30]([C:33]2[CH:34]=[C:35]3[C:39](=[CH:40][CH:41]=2)[NH:38][C:37](=[O:42])/[C:36]/3=[CH:17]\[C:14]2[NH:13][C:9]3[CH2:10][CH2:11][CH2:12][N:6]([CH2:5][CH2:4][N:3]([CH2:20][CH3:21])[CH2:1][CH3:2])[C:7](=[O:19])[C:8]=3[C:15]=2[CH3:16])(=[O:32])=[O:31])=[CH:27][CH:28]=1, predict the reactants needed to synthesize it. The reactants are: [CH2:1]([N:3]([CH2:20][CH3:21])[CH2:4][CH2:5][N:6]1[CH2:12][CH2:11][CH2:10][C:9]2[NH:13][C:14]([CH:17]=O)=[C:15]([CH3:16])[C:8]=2[C:7]1=[O:19])[CH3:2].[F:22][C:23]1[CH:28]=[CH:27][C:26]([CH2:29][S:30]([C:33]2[CH:34]=[C:35]3[C:39](=[CH:40][CH:41]=2)[NH:38][C:37](=[O:42])[CH2:36]3)(=[O:32])=[O:31])=[CH:25][CH:24]=1.N1CCCCC1.